Dataset: TCR-epitope binding with 47,182 pairs between 192 epitopes and 23,139 TCRs. Task: Binary Classification. Given a T-cell receptor sequence (or CDR3 region) and an epitope sequence, predict whether binding occurs between them. (1) The epitope is FLLNKEMYL. The TCR CDR3 sequence is CASSPGPGTGGLLSTEAFF. Result: 0 (the TCR does not bind to the epitope). (2) The TCR CDR3 sequence is CATRGVYEQFF. Result: 1 (the TCR binds to the epitope). The epitope is IVTDFSVIK. (3) The epitope is AIMTRCLAV. The TCR CDR3 sequence is CASSSGGREQYF. Result: 0 (the TCR does not bind to the epitope). (4) The epitope is KMKDLSPRW. The TCR CDR3 sequence is CASSQEGQGGTEAFF. Result: 0 (the TCR does not bind to the epitope).